Dataset: Catalyst prediction with 721,799 reactions and 888 catalyst types from USPTO. Task: Predict which catalyst facilitates the given reaction. (1) Reactant: [OH:1][C:2]1[CH:10]=[CH:9][CH:8]=[CH:7][C:3]=1[CH2:4][CH2:5][OH:6].[CH3:11][S:12](Cl)(=[O:14])=[O:13].C(N(CC)CC)C. Product: [CH3:11][S:12]([O:1][C:2]1[CH:10]=[CH:9][CH:8]=[CH:7][C:3]=1[CH2:4][CH2:5][O:6][S:12]([CH3:11])(=[O:14])=[O:13])(=[O:14])=[O:13]. The catalyst class is: 2. (2) Reactant: [N+:1]([C:4]1[CH:9]=[CH:8][C:7]([O:10][C:11]2[CH:16]=[CH:15][CH:14]=[CH:13][CH:12]=2)=[CH:6][N:5]=1)([O-])=O.O. Product: [O:10]([C:7]1[CH:8]=[CH:9][C:4]([NH2:1])=[N:5][CH:6]=1)[C:11]1[CH:12]=[CH:13][CH:14]=[CH:15][CH:16]=1. The catalyst class is: 183. (3) Reactant: [F:1][C:2]1[CH:3]=[C:4]([CH:18]=[C:19]([F:21])[CH:20]=1)[CH2:5][C@H:6]1[C@@H:10]([CH:11]2[CH2:16][O:15][CH2:14][CH2:13][NH:12]2)[O:9][C:8](=[O:17])[NH:7]1.F[C:23]1[CH:24]=[C:25]([CH:46]=[C:47](F)[CH:48]=1)[CH2:26][C@H:27]1[C@@H:31]([CH:32]2[CH2:37]OCCN2C(OC(C)(C)C)=O)OC(=O)N1.[C:50](O)([C:52](F)(F)F)=O. Product: [F:1][C:2]1[CH:3]=[C:4]([CH:18]=[C:19]([F:21])[CH:20]=1)[CH2:5][C@H:6]1[C@@H:10]([C@H:11]2[CH2:16][C@H:14]([OH:15])[CH2:13][N:12]2[CH:26]([C:25]2[CH:24]=[CH:23][CH:48]=[CH:47][CH:46]=2)[C:27]2[CH:31]=[CH:32][CH:37]=[CH:52][CH:50]=2)[O:9][C:8](=[O:17])[NH:7]1. The catalyst class is: 2. (4) The catalyst class is: 8. Reactant: Br[C:2]1[CH:3]=[CH:4][C:5](O)=[C:6]([C:8]2[CH:17]=[CH:16][C:15]3[C:10](=[CH:11][CH:12]=[C:13]([C:18]4[N:22]([CH:23]5[CH2:28][CH2:27][CH2:26][CH2:25][CH2:24]5)[C:21]5[CH:29]=[CH:30][C:31]([C:33]([OH:35])=O)=[CH:32][C:20]=5[N:19]=4)[CH:14]=3)[N:9]=2)C=1.[N:37]1C=CC=CC=1C(=O)C.[OH-:46].[K+]. Product: [CH:23]1([N:22]2[C:21]3[CH:29]=[CH:30][C:31]([C:33]([OH:35])=[O:46])=[CH:32][C:20]=3[N:19]=[C:18]2[C:13]2[CH:14]=[C:15]3[C:10](=[CH:11][CH:12]=2)[N:9]=[C:8]([C:6]2[CH:5]=[CH:4][CH:3]=[CH:2][N:37]=2)[CH:17]=[CH:16]3)[CH2:24][CH2:25][CH2:26][CH2:27][CH2:28]1. (5) Reactant: [Br:1][C:2]1[CH:3]=[CH:4][C:5]([F:30])=[C:6]([C@:8]([NH:22]C(=O)OC(C)(C)C)([CH3:21])[CH2:9][N:10]2[CH:14]=[C:13]([C:15]([F:18])([F:17])[F:16])[N:12]=[C:11]2[C:19]#[N:20])[CH:7]=1. Product: [Br:1][C:2]1[CH:3]=[CH:4][C:5]([F:30])=[C:6]([C@:8]2([CH3:21])[CH2:9][N:10]3[CH:14]=[C:13]([C:15]([F:17])([F:18])[F:16])[N:12]=[C:11]3[C:19]([NH2:20])=[N:22]2)[CH:7]=1. The catalyst class is: 89. (6) Reactant: Cl.[CH:2]([C:5]1[CH:18]=[C:17]2[C:8]([N:9]3[C:14]([CH2:15][O:16]2)=[N:13][NH:12][C:11](=[O:19])[C@H:10]3[CH3:20])=[CH:7][C:6]=1[C@H:21]([C:23]1([CH3:27])[CH2:26][NH:25][CH2:24]1)[CH3:22])([CH3:4])[CH3:3].C=O.[BH3-][C:31]#N.[Na+]. Product: [CH3:31][N:25]1[CH2:24][C:23]([C@@H:21]([C:6]2[CH:7]=[C:8]3[C:17](=[CH:18][C:5]=2[CH:2]([CH3:3])[CH3:4])[O:16][CH2:15][C:14]2[N:9]3[C@H:10]([CH3:20])[C:11](=[O:19])[NH:12][N:13]=2)[CH3:22])([CH3:27])[CH2:26]1. The catalyst class is: 130. (7) Reactant: [NH2:1][CH2:2][CH2:3][NH:4][C:5](=O)[C:6]1[CH:11]=[CH:10][C:9]([C:12]2[CH:17]=[CH:16][C:15](=[O:18])[N:14]([CH2:19][CH2:20][O:21][C:22]3[C:31]4[C:26](=[CH:27][C:28]([O:32][CH3:33])=[CH:29][CH:30]=4)[N:25]=[CH:24][CH:23]=3)[N:13]=2)=[CH:8][C:7]=1[Cl:34].Cl[Si](C)(C)C.[I-].[Na+]. Product: [Cl:34][C:7]1[CH:8]=[C:9]([C:12]2[CH:17]=[CH:16][C:15](=[O:18])[N:14]([CH2:19][CH2:20][O:21][C:22]3[C:31]4[C:26](=[CH:27][C:28]([O:32][CH3:33])=[CH:29][CH:30]=4)[N:25]=[CH:24][CH:23]=3)[N:13]=2)[CH:10]=[CH:11][C:6]=1[C:5]1[NH:4][CH2:3][CH2:2][N:1]=1. The catalyst class is: 2.